Dataset: Catalyst prediction with 721,799 reactions and 888 catalyst types from USPTO. Task: Predict which catalyst facilitates the given reaction. (1) Reactant: [CH2:1]([C:8]1[CH:13]=[CH:12][C:11]([OH:14])=[C:10]([Br:15])[CH:9]=1)[C:2]1[CH:7]=[CH:6][CH:5]=[CH:4][CH:3]=1.[N+:16]([O-])([OH:18])=[O:17].[NH4+].[OH-]. Product: [CH2:1]([C:8]1[CH:13]=[C:12]([N+:16]([O-:18])=[O:17])[C:11]([OH:14])=[C:10]([Br:15])[CH:9]=1)[C:2]1[CH:3]=[CH:4][CH:5]=[CH:6][CH:7]=1. The catalyst class is: 15. (2) Reactant: [C:1]([C:3]1([NH:12][C:13](=[O:22])[O:14][CH2:15][C:16]2[CH:21]=[CH:20][CH:19]=[CH:18][CH:17]=2)[CH2:8][CH2:7][C:6]([F:11])([CH2:9][OH:10])[CH2:5][CH2:4]1)#[N:2].[NH2:23][OH:24].[C:25]([C:32]([O:34][CH2:35][CH3:36])=[O:33])#[C:26][C:27]([O:29][CH2:30][CH3:31])=[O:28]. Product: [CH2:15]([O:14][C:13]([NH:12][C:3]1([C:1](=[NH:2])[NH:23][O:24][C:25](=[CH:26][C:27]([O:29][CH2:30][CH3:31])=[O:28])[C:32]([O:34][CH2:35][CH3:36])=[O:33])[CH2:8][CH2:7][C:6]([F:11])([CH2:9][OH:10])[CH2:5][CH2:4]1)=[O:22])[C:16]1[CH:17]=[CH:18][CH:19]=[CH:20][CH:21]=1. The catalyst class is: 14.